This data is from NCI-60 drug combinations with 297,098 pairs across 59 cell lines. The task is: Regression. Given two drug SMILES strings and cell line genomic features, predict the synergy score measuring deviation from expected non-interaction effect. (1) Drug 1: C1=CC(=CC=C1CCC2=CNC3=C2C(=O)NC(=N3)N)C(=O)NC(CCC(=O)O)C(=O)O. Drug 2: CN(C)N=NC1=C(NC=N1)C(=O)N. Cell line: SK-MEL-2. Synergy scores: CSS=2.39, Synergy_ZIP=-2.84, Synergy_Bliss=-5.74, Synergy_Loewe=-35.3, Synergy_HSA=-8.49. (2) Drug 1: CCC1=C2CN3C(=CC4=C(C3=O)COC(=O)C4(CC)O)C2=NC5=C1C=C(C=C5)O. Drug 2: CCN(CC)CCCC(C)NC1=C2C=C(C=CC2=NC3=C1C=CC(=C3)Cl)OC. Cell line: HL-60(TB). Synergy scores: CSS=84.2, Synergy_ZIP=6.65, Synergy_Bliss=5.38, Synergy_Loewe=-21.8, Synergy_HSA=7.48. (3) Drug 1: C1CC(=O)NC(=O)C1N2CC3=C(C2=O)C=CC=C3N. Drug 2: CC1=C2C(C(=O)C3(C(CC4C(C3C(C(C2(C)C)(CC1OC(=O)C(C(C5=CC=CC=C5)NC(=O)OC(C)(C)C)O)O)OC(=O)C6=CC=CC=C6)(CO4)OC(=O)C)O)C)O. Cell line: SN12C. Synergy scores: CSS=26.3, Synergy_ZIP=-13.1, Synergy_Bliss=-12.6, Synergy_Loewe=-53.7, Synergy_HSA=-8.77. (4) Drug 1: C1CCC(C1)C(CC#N)N2C=C(C=N2)C3=C4C=CNC4=NC=N3. Drug 2: CCC1(CC2CC(C3=C(CCN(C2)C1)C4=CC=CC=C4N3)(C5=C(C=C6C(=C5)C78CCN9C7C(C=CC9)(C(C(C8N6C=O)(C(=O)OC)O)OC(=O)C)CC)OC)C(=O)OC)O.OS(=O)(=O)O. Cell line: BT-549. Synergy scores: CSS=29.5, Synergy_ZIP=1.76, Synergy_Bliss=3.09, Synergy_Loewe=-36.2, Synergy_HSA=0.651. (5) Drug 1: C1=NC2=C(N1)C(=S)N=C(N2)N. Drug 2: C1CC(C1)(C(=O)O)C(=O)O.[NH2-].[NH2-].[Pt+2]. Cell line: K-562. Synergy scores: CSS=22.4, Synergy_ZIP=-10.4, Synergy_Bliss=-15.1, Synergy_Loewe=-28.9, Synergy_HSA=-11.7. (6) Drug 1: CC1OCC2C(O1)C(C(C(O2)OC3C4COC(=O)C4C(C5=CC6=C(C=C35)OCO6)C7=CC(=C(C(=C7)OC)O)OC)O)O. Drug 2: C1=CN(C(=O)N=C1N)C2C(C(C(O2)CO)O)O.Cl. Cell line: DU-145. Synergy scores: CSS=56.1, Synergy_ZIP=-3.91, Synergy_Bliss=0.748, Synergy_Loewe=-2.71, Synergy_HSA=4.41. (7) Drug 1: C1CC(=O)NC(=O)C1N2CC3=C(C2=O)C=CC=C3N. Drug 2: CC1=C(N=C(N=C1N)C(CC(=O)N)NCC(C(=O)N)N)C(=O)NC(C(C2=CN=CN2)OC3C(C(C(C(O3)CO)O)O)OC4C(C(C(C(O4)CO)O)OC(=O)N)O)C(=O)NC(C)C(C(C)C(=O)NC(C(C)O)C(=O)NCCC5=NC(=CS5)C6=NC(=CS6)C(=O)NCCC[S+](C)C)O. Cell line: 786-0. Synergy scores: CSS=18.0, Synergy_ZIP=-5.03, Synergy_Bliss=-3.62, Synergy_Loewe=-24.5, Synergy_HSA=-2.25. (8) Drug 1: CN1C(=O)N2C=NC(=C2N=N1)C(=O)N. Drug 2: COC1=C2C(=CC3=C1OC=C3)C=CC(=O)O2. Cell line: MOLT-4. Synergy scores: CSS=4.41, Synergy_ZIP=-0.869, Synergy_Bliss=-1.36, Synergy_Loewe=-0.338, Synergy_HSA=-2.39. (9) Drug 1: CN(C)C1=NC(=NC(=N1)N(C)C)N(C)C. Drug 2: C(CCl)NC(=O)N(CCCl)N=O. Cell line: HT29. Synergy scores: CSS=0.0110, Synergy_ZIP=4.71, Synergy_Bliss=10.3, Synergy_Loewe=1.73, Synergy_HSA=4.00.